This data is from Forward reaction prediction with 1.9M reactions from USPTO patents (1976-2016). The task is: Predict the product of the given reaction. (1) Given the reactants [NH2:1][C:2]1[C:3]([F:23])=[C:4]([CH:17]=[CH:18][C:19]=1[N+:20]([O-:22])=[O:21])[O:5][C@@H:6]1[CH2:11][CH2:10][C@H:9]([C:12]([O:14][CH2:15][CH3:16])=[O:13])[CH2:8][CH2:7]1.N1C=CC=CC=1.Cl[C:31](=[O:36])[C:32]([O:34][CH3:35])=[O:33], predict the reaction product. The product is: [F:23][C:3]1[C:2]([NH:1][C:31]([C:32]([O:34][CH3:35])=[O:33])=[O:36])=[C:19]([N+:20]([O-:22])=[O:21])[CH:18]=[CH:17][C:4]=1[O:5][C@@H:6]1[CH2:11][CH2:10][C@H:9]([C:12]([O:14][CH2:15][CH3:16])=[O:13])[CH2:8][CH2:7]1. (2) Given the reactants [Br:1][C:2]1[C:7]([O:8][CH3:9])=[CH:6][CH:5]=[CH:4][N:3]=1.[N+:10]([O-])([OH:12])=[O:11], predict the reaction product. The product is: [Br:1][C:2]1[C:7]([O:8][CH3:9])=[CH:6][CH:5]=[C:4]([N+:10]([O-:12])=[O:11])[N:3]=1. (3) Given the reactants [CH2:1]([O:8][C:9]([NH:11][C@H:12](C(O)=O)[CH2:13][O:14][C:15]([C@@H:17]1[CH2:21][CH2:20][CH2:19][N:18]1[C:22](=[O:46])[C@@H:23]([NH:25][C:26]([C@@H:28]([N:30]([CH3:45])[C:31]([C@@H:33]1[CH2:37][CH2:36][CH2:35][N:34]1[C:38](OC(C)(C)C)=[O:39])=[O:32])[CH3:29])=[O:27])[CH3:24])=[O:16])=[O:10])[C:2]1[CH:7]=[CH:6][CH:5]=[CH:4][CH:3]=1.FC1C(O)=C(F)C(F)=C(F)C=1F.C(Cl)CCl, predict the reaction product. The product is: [CH3:24][C@@H:23]1[NH:25][C:26](=[O:27])[C@H:28]([CH3:29])[N:30]([CH3:45])[C:31](=[O:32])[C@H:33]2[N:34]([CH2:35][CH2:36][CH2:37]2)[C:38](=[O:39])[C@@H:12]([NH:11][C:9](=[O:10])[O:8][CH2:1][C:2]2[CH:3]=[CH:4][CH:5]=[CH:6][CH:7]=2)[CH2:13][O:14][C:15](=[O:16])[C@H:17]2[N:18]([CH2:19][CH2:20][CH2:21]2)[C:22]1=[O:46].